From a dataset of Catalyst prediction with 721,799 reactions and 888 catalyst types from USPTO. Predict which catalyst facilitates the given reaction. (1) Reactant: Cl[C:2]1[N:7]=[CH:6][C:5]2[C:8]([CH3:14])([CH3:13])[C:9](=[O:12])[N:10]([CH3:11])[C:4]=2[CH:3]=1.[CH3:15][C:16]1[N:21]=[CH:20][C:19](B(O)O)=[CH:18][N:17]=1.CC([O-])(C)C.[Na+].CC(C1C=C(C(C)C)C(C2C(P(C3CCCCC3)C3CCCCC3)=C(OC)C=CC=2OC)=C(C(C)C)C=1)C. Product: [CH3:11][N:10]1[C:4]2[CH:3]=[C:2]([C:19]3[CH:18]=[N:17][C:16]([CH3:15])=[N:21][CH:20]=3)[N:7]=[CH:6][C:5]=2[C:8]([CH3:14])([CH3:13])[C:9]1=[O:12]. The catalyst class is: 12. (2) Reactant: C([O:3][C:4](=[O:22])[CH2:5][N:6]1[C:10]([C:12]2[CH:17]=[C:16]([F:18])[CH:15]=[C:14]([F:19])[CH:13]=2)([CH3:11])[C:9](=[O:20])[NH:8][C:7]1=[O:21])C.C(=O)([O-])[O-].[K+].[K+].I[CH2:30][CH3:31].[OH-].[Na+]. Product: [F:19][C:14]1[CH:13]=[C:12]([C:10]2([CH3:11])[N:6]([CH2:5][C:4]([OH:3])=[O:22])[C:7](=[O:21])[N:8]([CH2:30][CH3:31])[C:9]2=[O:20])[CH:17]=[C:16]([F:18])[CH:15]=1. The catalyst class is: 623. (3) Reactant: [F:1][C:2]([F:13])([F:12])[O:3][C:4]1[CH:11]=[CH:10][C:7]([CH:8]=O)=[CH:6][CH:5]=1.Cl.[NH2:15][OH:16]. Product: [F:1][C:2]([F:13])([F:12])[O:3][C:4]1[CH:11]=[CH:10][C:7](/[CH:8]=[N:15]/[OH:16])=[CH:6][CH:5]=1. The catalyst class is: 5. (4) Reactant: [BH4-].[Na+].[C:3]([C:6]1[CH:10]=[C:9]([C:11]([NH:13][C@@H:14]([CH3:31])[CH2:15][N:16]2[CH:20]=[CH:19][C:18]([C:21]3[CH:26]=[C:25]([F:27])[C:24]([C:28]#[N:29])=[C:23]([Cl:30])[CH:22]=3)=[N:17]2)=[O:12])[NH:8][N:7]=1)(=[O:5])[CH3:4].Cl. Product: [Cl:30][C:23]1[CH:22]=[C:21]([C:18]2[CH:19]=[CH:20][N:16]([CH2:15][C@@H:14]([NH:13][C:11]([C:9]3[NH:8][N:7]=[C:6]([CH:3]([OH:5])[CH3:4])[CH:10]=3)=[O:12])[CH3:31])[N:17]=2)[CH:26]=[C:25]([F:27])[C:24]=1[C:28]#[N:29]. The catalyst class is: 8.